From a dataset of Catalyst prediction with 721,799 reactions and 888 catalyst types from USPTO. Predict which catalyst facilitates the given reaction. Reactant: C(=O)([O-])[O-].[NH2:5][C:6]([NH2:8])=[NH2+:7].[NH2:5][C:6]([NH2:8])=[NH2+:7].[O-2].[Zn+2:14].[P:15](=[O:19])([OH:18])([OH:17])[OH:16]. Product: [P:15]([O-:19])([O-:18])([O-:17])=[O:16].[Zn+2:14].[NH2:7][C:6]([NH2:8])=[NH:5].[P:15]([O-:19])([O-:18])([O-:17])=[O:16].[Zn+2:14].[Zn+2:14]. The catalyst class is: 6.